This data is from Catalyst prediction with 721,799 reactions and 888 catalyst types from USPTO. The task is: Predict which catalyst facilitates the given reaction. (1) Reactant: [F:1][C:2]([F:11])([F:10])[C:3]1[CH:8]=[CH:7][C:6]([NH2:9])=[CH:5][CH:4]=1.CCN(C(C)C)C(C)C.[F:21][C:22]1[CH:30]=[CH:29][C:25]([C:26](Cl)=[O:27])=[CH:24][C:23]=1[N+:31]([O-:33])=[O:32].O. Product: [F:21][C:22]1[CH:30]=[CH:29][C:25]([C:26]([NH:9][C:6]2[CH:5]=[CH:4][C:3]([C:2]([F:10])([F:11])[F:1])=[CH:8][CH:7]=2)=[O:27])=[CH:24][C:23]=1[N+:31]([O-:33])=[O:32]. The catalyst class is: 1. (2) Reactant: [CH3:1][O:2][C:3]1[CH:23]=[CH:22][C:6]2[N:7]=[C:8]([N:10]3[C:14](=[O:15])[CH:13]=[C:12]([C:16]4[CH:21]=[CH:20][CH:19]=[CH:18][CH:17]=4)[NH:11]3)[S:9][C:5]=2[CH:4]=1.CO[CH:26](OC)[N:27]([CH3:29])[CH3:28]. Product: [CH3:1][O:2][C:3]1[CH:23]=[CH:22][C:6]2[N:7]=[C:8]([N:10]3[C:14](=[O:15])[C:13](=[CH:26][N:27]([CH3:29])[CH3:28])[C:12]([C:16]4[CH:21]=[CH:20][CH:19]=[CH:18][CH:17]=4)=[N:11]3)[S:9][C:5]=2[CH:4]=1. The catalyst class is: 1. (3) Reactant: [F:1][CH:2]([F:23])[O:3][C:4]1[CH:9]=[CH:8][C:7]([C:10]2[CH:11]=[C:12]3[C:16](=[CH:17][CH:18]=2)[C:15](=[O:19])[O:14][CH2:13]3)=[C:6]([OH:20])[C:5]=1[O:21][CH3:22].C(=O)([O-])[O-].[K+].[K+].Br[CH2:31][C:32]1([CH2:36][OH:37])[CH2:35][O:34][CH2:33]1. Product: [F:23][CH:2]([F:1])[O:3][C:4]1[CH:9]=[CH:8][C:7]([C:10]2[CH:11]=[C:12]3[C:16](=[CH:17][CH:18]=2)[C:15](=[O:19])[O:14][CH2:13]3)=[C:6]([O:20][CH2:31][C:32]2([CH2:36][OH:37])[CH2:35][O:34][CH2:33]2)[C:5]=1[O:21][CH3:22]. The catalyst class is: 10. (4) Reactant: F[C:2]1[CH:9]=[CH:8][C:5]([C:6]#[N:7])=[CH:4][CH:3]=1.[NH:10]1[CH2:15][CH2:14][O:13][CH2:12][CH2:11]1. Product: [O:13]1[CH2:14][CH2:15][N:10]([C:2]2[CH:9]=[CH:8][C:5]([C:6]#[N:7])=[CH:4][CH:3]=2)[CH2:11][CH2:12]1. The catalyst class is: 58. (5) Reactant: [C:1]([C:3]1[CH:4]=[C:5]([CH:7]=[CH:8][CH:9]=1)[NH2:6])#[CH:2].[C:10]([O:14][C:15](O[C:15]([O:14][C:10]([CH3:13])([CH3:12])[CH3:11])=[O:16])=[O:16])([CH3:13])([CH3:12])[CH3:11]. Product: [C:1]([C:3]1[CH:4]=[C:5]([NH:6][C:15](=[O:16])[O:14][C:10]([CH3:13])([CH3:12])[CH3:11])[CH:7]=[CH:8][CH:9]=1)#[CH:2]. The catalyst class is: 8.